This data is from Experimentally validated miRNA-target interactions with 360,000+ pairs, plus equal number of negative samples. The task is: Binary Classification. Given a miRNA mature sequence and a target amino acid sequence, predict their likelihood of interaction. (1) The miRNA is hsa-miR-16-5p with sequence UAGCAGCACGUAAAUAUUGGCG. The protein sequence of the target gene is MKRQSERDSSPSGRGSSSSAKRPREREREAEAGGRRAAHKASGGAKHPVPARARDKPRGSGSGGGGHRDGRGTGDANHRASSGRSSGSGAGGGGRGGKASGDPGASGMSPRASPLPPPPPPPGAEPACPGSSAAAPEYKTLLISSLSPALPAEHLEDRLFHQFKRFGEISLRLSHTPELGRVAYVNFRHPQDAREARQHALARQLLLYDRPLKVEPVYLRGGGGSSRRSSSSSAAASTPPPGPPAPADPLGYLPLHGGYQYKQRSLSPVAAPPLREPRARHAAAAFALDAAAAAAVGLSR.... Result: 1 (interaction). (2) The miRNA is hsa-miR-6507-3p with sequence CAAAGUCCUUCCUAUUUUUCCC. The protein sequence of the target gene is MALQLSREQGITLRGSAEIVAEFFSFGINSILYQRGIYPSETFTRVQKYGLTLLVTTDLELIKYLNNVVEQLKDWLYKCSVQKLVVVISNIESGEVLERWQFDIECDKTAKDDSAPREKSQKAIQDEIRSVIRQITATVTFLPLLEVSCSFDLLIYTDKDLVVPEKWEESGPQFITNSEEVRLRSFTTTIHKVNSMVAYKIPVND. Result: 1 (interaction). (3) The miRNA is mmu-miR-877-5p with sequence GUAGAGGAGAUGGCGCAGGG. The protein sequence of the target gene is MSRQLTHFPRGERLGFSGCSAVLSGGIGSSSASFRARVKGSASFGSKSLSCLGGSRSLALSAAARRGGGRLGGFVGTAFGSAGLGPKCPSVCPPGGIPQVTVNKSLLAPLNVEMDPEIQRVRAQEREQIKALNNKFASFIDKVRFLEQQNQVLETKWNLLQQLDLNNCRKNLEPIYEGYISNLQKQLEMLSGDGVRLDSELRNMQDLVEDYKKRYEVEINRRTAAENEFVVLKKDVDAAYMNKVELQAKVDSLTDEIKFFKCLYEGEITQIQSHISDTSIVLSMDNNRDLDLDSIIAEVR.... Result: 0 (no interaction).